Task: Predict the reaction yield, written as a fraction of the theoretical maximum amount of product (1.0 means a 100% yield; for example, 0.34 means a 34% yield).. Dataset: Reaction yield outcomes from USPTO patents with 853,638 reactions The reactants are CC1N=C(N2C(=O)N(CC3C=CC(C(F)(F)F)=CC=3)N=C2)SC=1C(O)=O.[F:27][CH:28]([F:52])[O:29][C:30]1[CH:51]=[CH:50][C:33]([CH2:34][N:35]2[C:39](=[O:40])[N:38]([C:41]3[S:42][C:43]([C:47](O)=[O:48])=[C:44]([CH3:46])[N:45]=3)[CH:37]=[N:36]2)=[CH:32][CH:31]=1.[N:53]1[CH:58]=[CH:57][CH:56]=[C:55]([CH2:59][NH2:60])[CH:54]=1. No catalyst specified. The product is [F:52][CH:28]([F:27])[O:29][C:30]1[CH:31]=[CH:32][C:33]([CH2:34][N:35]2[C:39](=[O:40])[N:38]([C:41]3[S:42][C:43]([C:47]([NH:60][CH2:59][C:55]4[CH:54]=[N:53][CH:58]=[CH:57][CH:56]=4)=[O:48])=[C:44]([CH3:46])[N:45]=3)[CH:37]=[N:36]2)=[CH:50][CH:51]=1. The yield is 0.490.